Task: Predict which catalyst facilitates the given reaction.. Dataset: Catalyst prediction with 721,799 reactions and 888 catalyst types from USPTO (1) Reactant: Br[C:2]1[CH:3]=[CH:4][C:5]([C:8]([O:10][C:11]([CH3:14])([CH3:13])[CH3:12])=[O:9])=[N:6][CH:7]=1.[CH3:15][O:16][C:17]([C:19]1[CH:29]=[C:28]([OH:30])[C:22]2[CH2:23][C:24]([CH3:27])([CH3:26])[O:25][C:21]=2[CH:20]=1)=[O:18].[O-]P([O-])([O-])=O.[K+].[K+].[K+]. Product: [C:11]([O:10][C:8]([C:5]1[CH:4]=[CH:3][C:2]([O:30][C:28]2[C:22]3[CH2:23][C:24]([CH3:27])([CH3:26])[O:25][C:21]=3[CH:20]=[C:19]([C:17]([O:16][CH3:15])=[O:18])[CH:29]=2)=[CH:7][N:6]=1)=[O:9])([CH3:14])([CH3:13])[CH3:12]. The catalyst class is: 222. (2) Reactant: [S:1]([C:21]1[CH:26]=C(C2C(Cl)=CC(C(F)(F)F)=CC=2Cl)C=C[C:22]=1C)[C:2]1[CH:7]=[C:6]([C:8]2[C:13]([Cl:14])=[CH:12][C:11]([C:15]([F:18])([F:17])[F:16])=[CH:10][C:9]=2[Cl:19])[CH:5]=[CH:4][C:3]=1[CH3:20].C(S([O-])=O)O.[Na+].C(I)(C)C.O. Product: [CH:21]([S:1][C:2]1[CH:7]=[C:6]([C:8]2[C:9]([Cl:19])=[CH:10][C:11]([C:15]([F:18])([F:16])[F:17])=[CH:12][C:13]=2[Cl:14])[CH:5]=[CH:4][C:3]=1[CH3:20])([CH3:26])[CH3:22]. The catalyst class is: 9. (3) The catalyst class is: 61. Reactant: [Br:1][C:2]1[CH:3]=[CH:4][C:5]([N:10]2[CH2:15][CH2:14][CH2:13][CH2:12][CH:11]2[CH3:16])=[C:6]([CH2:8][OH:9])[CH:7]=1.[CH2:17](N(C(C)C)C(C)C)C.CS(Cl)(=O)=O.CCOCC. Product: [Br:1][C:2]1[CH:3]=[CH:4][C:5]([N:10]2[CH2:15][CH2:14][CH2:13][CH2:12][CH:11]2[CH3:16])=[C:6]([CH2:8][O:9][CH3:17])[CH:7]=1. (4) Reactant: [Br:1][C:2]1[CH:7]=[C:6]([F:8])[CH:5]=[CH:4][C:3]=1[CH2:9][CH2:10][NH:11][CH:12]([CH2:16][CH2:17][CH3:18])[CH2:13][CH2:14][CH3:15].C(=O)([O-])[O-].[K+].[K+].Cl[C:26]([O:28][CH3:29])=[O:27]. Product: [CH3:29][O:28][C:26](=[O:27])[N:11]([CH2:10][CH2:9][C:3]1[CH:4]=[CH:5][C:6]([F:8])=[CH:7][C:2]=1[Br:1])[CH:12]([CH2:16][CH2:17][CH3:18])[CH2:13][CH2:14][CH3:15]. The catalyst class is: 7. (5) Reactant: [CH2:1]1[C:10]2[C:5](=[CH:6][CH:7]=[CH:8][CH:9]=2)[CH2:4][CH2:3][NH:2]1.[N:11]([C:14]1[CH:23]=[CH:22][C:17]([C:18]([O:20][CH3:21])=[O:19])=[CH:16][CH:15]=1)=[C:12]=[O:13]. Product: [CH2:1]1[C:10]2[C:5](=[CH:6][CH:7]=[CH:8][CH:9]=2)[CH2:4][CH2:3][N:2]1[C:12]([NH:11][C:14]1[CH:23]=[CH:22][C:17]([C:18]([O:20][CH3:21])=[O:19])=[CH:16][CH:15]=1)=[O:13]. The catalyst class is: 4.